This data is from NCI-60 drug combinations with 297,098 pairs across 59 cell lines. The task is: Regression. Given two drug SMILES strings and cell line genomic features, predict the synergy score measuring deviation from expected non-interaction effect. Cell line: COLO 205. Synergy scores: CSS=10.2, Synergy_ZIP=-1.87, Synergy_Bliss=1.63, Synergy_Loewe=1.76, Synergy_HSA=1.87. Drug 2: CC(C)CN1C=NC2=C1C3=CC=CC=C3N=C2N. Drug 1: COC1=C(C=C2C(=C1)N=CN=C2NC3=CC(=C(C=C3)F)Cl)OCCCN4CCOCC4.